From a dataset of TCR-epitope binding with 47,182 pairs between 192 epitopes and 23,139 TCRs. Binary Classification. Given a T-cell receptor sequence (or CDR3 region) and an epitope sequence, predict whether binding occurs between them. (1) The epitope is YLDAYNMMI. The TCR CDR3 sequence is CASSLYPNEQFF. Result: 1 (the TCR binds to the epitope). (2) The epitope is RIFTIGTVTLK. The TCR CDR3 sequence is CASSSQGGEGTEAFF. Result: 0 (the TCR does not bind to the epitope). (3) The epitope is LEPLVDLPI. The TCR CDR3 sequence is CSATGVHTEAFF. Result: 1 (the TCR binds to the epitope). (4) The epitope is LLFGYPVYV. The TCR CDR3 sequence is CASSPLQGRNQPQHF. Result: 0 (the TCR does not bind to the epitope). (5) The epitope is SSNVANYQK. The TCR CDR3 sequence is CSVATGSYEQYF. Result: 1 (the TCR binds to the epitope). (6) The epitope is GLCTLVAML. The TCR CDR3 sequence is CASSEGRVSPGELFF. Result: 1 (the TCR binds to the epitope). (7) The epitope is GPGHKARVL. Result: 0 (the TCR does not bind to the epitope). The TCR CDR3 sequence is CSGGQGETQYF. (8) The epitope is QVPLRPMTYK. The TCR CDR3 sequence is CASRTSGSPYEQYF. Result: 0 (the TCR does not bind to the epitope).